This data is from Full USPTO retrosynthesis dataset with 1.9M reactions from patents (1976-2016). The task is: Predict the reactants needed to synthesize the given product. Given the product [Cl:1][C:2]1[CH:12]=[C:11]([F:13])[CH:10]=[CH:9][C:3]=1[C:4]([NH:6][C:7](=[O:8])[NH:14][C:15]1[CH:29]=[CH:28][CH:27]=[CH:26][C:16]=1[O:17][CH2:18][C:19]([O:21][C:22]([CH3:25])([CH3:23])[CH3:24])=[O:20])=[O:5], predict the reactants needed to synthesize it. The reactants are: [Cl:1][C:2]1[CH:12]=[C:11]([F:13])[CH:10]=[CH:9][C:3]=1[C:4]([N:6]=[C:7]=[O:8])=[O:5].[NH2:14][C:15]1[CH:29]=[CH:28][CH:27]=[CH:26][C:16]=1[O:17][CH2:18][C:19]([O:21][C:22]([CH3:25])([CH3:24])[CH3:23])=[O:20].